This data is from Full USPTO retrosynthesis dataset with 1.9M reactions from patents (1976-2016). The task is: Predict the reactants needed to synthesize the given product. Given the product [C:15]([C:17]1[CH:39]=[CH:38][C:20]([O:21][C:22]2[CH:27]=[C:26]([O:28][C:29]3[CH:34]=[CH:33][C:32]([C:35]#[N:36])=[CH:31][CH:30]=3)[CH:25]=[CH:24][C:23]=2[NH:37][S:11]([C:1]2[C:10]3[C:5](=[CH:6][CH:7]=[CH:8][CH:9]=3)[CH:4]=[CH:3][CH:2]=2)(=[O:13])=[O:12])=[CH:19][CH:18]=1)#[N:16], predict the reactants needed to synthesize it. The reactants are: [C:1]1([S:11](Cl)(=[O:13])=[O:12])[C:10]2[C:5](=[CH:6][CH:7]=[CH:8][CH:9]=2)[CH:4]=[CH:3][CH:2]=1.[C:15]([C:17]1[CH:39]=[CH:38][C:20]([O:21][C:22]2[CH:27]=[C:26]([O:28][C:29]3[CH:34]=[CH:33][C:32]([C:35]#[N:36])=[CH:31][CH:30]=3)[CH:25]=[CH:24][C:23]=2[NH2:37])=[CH:19][CH:18]=1)#[N:16].